From a dataset of Catalyst prediction with 721,799 reactions and 888 catalyst types from USPTO. Predict which catalyst facilitates the given reaction. (1) Reactant: [Br:1][C:2]1[C:3]2[N:4]([C:15](=[O:18])[NH:16][N:17]=2)[CH:5]=[CH:6][C:7]=1[C:8]1[CH:13]=[CH:12][C:11]([Cl:14])=[CH:10][CH:9]=1.C([O-])([O-])=O.[K+].[K+].Cl[CH2:26][C:27]1[CH:28]=[N:29][C:30]([C:33]([F:36])([F:35])[F:34])=[CH:31][CH:32]=1. Product: [Br:1][C:2]1[C:3]2[N:4]([C:15](=[O:18])[N:16]([CH2:26][C:27]3[CH:28]=[N:29][C:30]([C:33]([F:36])([F:34])[F:35])=[CH:31][CH:32]=3)[N:17]=2)[CH:5]=[CH:6][C:7]=1[C:8]1[CH:9]=[CH:10][C:11]([Cl:14])=[CH:12][CH:13]=1. The catalyst class is: 18. (2) Reactant: [O:1]=[C:2]1[N:7]([C:8]2[CH:13]=[CH:12][CH:11]=[C:10]([C:14]([F:17])([F:16])[F:15])[CH:9]=2)[C:6]2[CH2:18][CH2:19][C:20](=[O:21])[C:5]=2[CH:4]([C:22]2[CH:29]=[CH:28][C:25]([C:26]#[N:27])=[CH:24][CH:23]=2)[NH:3]1.[H-].[Na+].[CH3:32]I.O. Product: [CH3:32][N:3]1[CH:4]([C:22]2[CH:23]=[CH:24][C:25]([C:26]#[N:27])=[CH:28][CH:29]=2)[C:5]2[C:20](=[O:21])[CH2:19][CH2:18][C:6]=2[N:7]([C:8]2[CH:13]=[CH:12][CH:11]=[C:10]([C:14]([F:15])([F:16])[F:17])[CH:9]=2)[C:2]1=[O:1]. The catalyst class is: 7. (3) Reactant: [CH3:1][O:2][C:3]1[C:13]2[CH2:12][CH2:11][CH2:10][C:9](=[O:14])[NH:8][C:7]=2[CH:6]=[CH:5][C:4]=1[N+:15]([O-:17])=[O:16].[H-].[Na+].[CH2:20](I)[CH3:21]. Product: [CH2:20]([N:8]1[C:9](=[O:14])[CH2:10][CH2:11][CH2:12][C:13]2[C:3]([O:2][CH3:1])=[C:4]([N+:15]([O-:17])=[O:16])[CH:5]=[CH:6][C:7]1=2)[CH3:21]. The catalyst class is: 9. (4) Reactant: N#N.[CH2:3]([O:5][C:6]([C:8]1[S:9][CH:10]=[C:11]([CH2:13][N:14]2[CH:18]=[C:17]([N+:19]([O-])=O)[CH:16]=[N:15]2)[N:12]=1)=[O:7])[CH3:4].[NH4+].[Cl-]. Product: [CH2:3]([O:5][C:6]([C:8]1[S:9][CH:10]=[C:11]([CH2:13][N:14]2[CH:18]=[C:17]([NH2:19])[CH:16]=[N:15]2)[N:12]=1)=[O:7])[CH3:4]. The catalyst class is: 314. (5) Reactant: Br[C:2]1[N:10]=[CH:9][N:8]=[C:7]2[C:3]=1[NH:4][CH:5]=[N:6]2.C(N(C(C)C)CC)(C)C.[F:20][C:21]1[CH:22]=[CH:23][CH:24]=[C:25]2[C:30]=1[N:29]=[C:28]([C:31]1[CH:36]=[CH:35][CH:34]=[CH:33][CH:32]=1)[C:27]([CH2:37][NH2:38])=[CH:26]2. Product: [F:20][C:21]1[CH:22]=[CH:23][CH:24]=[C:25]2[C:30]=1[N:29]=[C:28]([C:31]1[CH:36]=[CH:35][CH:34]=[CH:33][CH:32]=1)[C:27]([CH2:37][NH:38][C:2]1[N:10]=[CH:9][N:8]=[C:7]3[C:3]=1[N:4]=[CH:5][NH:6]3)=[CH:26]2. The catalyst class is: 51. (6) Reactant: Cl[C:2]1[CH:17]=[C:16]([O:18][C@H:19]2[CH2:24][CH2:23][C@@H:22]([C:25]([O:27][CH2:28][CH3:29])=[O:26])[CH2:21][CH2:20]2)[CH:15]=[CH:14][C:3]=1[C:4]([O:6][CH2:7][C:8]1[CH:13]=[CH:12][CH:11]=[CH:10][CH:9]=1)=[O:5].O.[CH:31]1(B(O)O)[CH2:33][CH2:32]1.P([O-])([O-])([O-])=O.[K+].[K+].[K+].C1(C)C=CC=CC=1. Product: [CH:31]1([C:2]2[CH:17]=[C:16]([O:18][C@H:19]3[CH2:24][CH2:23][C@@H:22]([C:25]([O:27][CH2:28][CH3:29])=[O:26])[CH2:21][CH2:20]3)[CH:15]=[CH:14][C:3]=2[C:4]([O:6][CH2:7][C:8]2[CH:13]=[CH:12][CH:11]=[CH:10][CH:9]=2)=[O:5])[CH2:33][CH2:32]1. The catalyst class is: 103. (7) The catalyst class is: 2. Product: [CH3:1][C:2]1[C:3]([CH2:9][N:10]([C@@H:16]2[C:25]3[N:24]=[CH:23][CH:22]=[CH:21][C:20]=3[CH2:19][CH2:18][CH2:17]2)[CH2:11][CH2:12][CH2:13][CH2:14][NH:15][C:34](=[O:35])[CH3:33])=[N:4][CH:5]=[C:6]([CH3:8])[CH:7]=1. Reactant: [CH3:1][C:2]1[C:3]([CH2:9][N:10]([C@@H:16]2[C:25]3[N:24]=[CH:23][CH:22]=[CH:21][C:20]=3[CH2:19][CH2:18][CH2:17]2)[CH2:11][CH2:12][CH2:13][CH2:14][NH2:15])=[N:4][CH:5]=[C:6]([CH3:8])[CH:7]=1.CCN(CC)CC.[CH3:33][C:34](OC(C)=O)=[O:35]. (8) Reactant: C(OC([N:8]1[CH2:11][CH:10]([C:12]2[CH:17]=[C:16]([CH2:18][CH3:19])[C:15]([N:20]([CH3:31])[C:21]3[N:26]=[CH:25][C:24]4[N:27]=[CH:28][N:29]([CH3:30])[C:23]=4[CH:22]=3)=[CH:14][N:13]=2)[CH2:9]1)=O)(C)(C)C. Product: [NH:8]1[CH2:9][CH:10]([C:12]2[N:13]=[CH:14][C:15]([N:20]([CH3:31])[C:21]3[N:26]=[CH:25][C:24]4[N:27]=[CH:28][N:29]([CH3:30])[C:23]=4[CH:22]=3)=[C:16]([CH2:18][CH3:19])[CH:17]=2)[CH2:11]1. The catalyst class is: 137. (9) The catalyst class is: 5. Product: [CH2:21]([NH:1][CH2:2][CH2:3][NH:4][C:5]([CH:7]1[CH2:8][CH2:9][N:10]([C:13]2[C:14]([Cl:20])=[CH:15][N:16]=[CH:17][C:18]=2[Cl:19])[CH2:11][CH2:12]1)=[O:6])[C:22]1[CH:27]=[CH:26][CH:25]=[CH:24][CH:23]=1. Reactant: [NH2:1][CH2:2][CH2:3][NH:4][C:5]([CH:7]1[CH2:12][CH2:11][N:10]([C:13]2[C:18]([Cl:19])=[CH:17][N:16]=[CH:15][C:14]=2[Cl:20])[CH2:9][CH2:8]1)=[O:6].[CH:21](=O)[C:22]1[CH:27]=[CH:26][CH:25]=[CH:24][CH:23]=1.C([BH3-])#N.[Na+]. (10) Reactant: [NH:1]1[C:9]2[C:4](=[CH:5][N:6]=[CH:7][CH:8]=2)[CH:3]=[CH:2]1.[NH:10]1[CH2:14][CH2:13][CH2:12][CH2:11]1. Product: [CH2:13]1[CH:14]2[N:10]([CH2:2][CH:3]=[C:4]([C:3]3[C:4]4[C:9](=[CH:8][CH:7]=[N:6][CH:5]=4)[NH:1][CH:2]=3)[CH2:5]2)[CH2:11][CH2:12]1. The catalyst class is: 8.